The task is: Binary Classification. Given a miRNA mature sequence and a target amino acid sequence, predict their likelihood of interaction.. This data is from Experimentally validated miRNA-target interactions with 360,000+ pairs, plus equal number of negative samples. (1) The miRNA is hsa-miR-631 with sequence AGACCUGGCCCAGACCUCAGC. The protein sequence of the target gene is MRDYDEVIAFLGEWGPFQRLIFFLLSASIIPNGFNGMSVVFLAGTPEHRCRVPDAANLSSAWRNNSVPLRLRDGREVPHSCSRYRLATIANFSALGLEPGRDVDLGQLEQESCLDGWEFSQDVYLSTVVTEWNLVCEDNWKVPLTTSLFFVGVLLGSFVSGQLSDRFGRKNVLFATMAVQTGFSFLQIFSISWEMFTVLFVIVGMGQISNYVVAFILGTEILGKSVRIIFSTLGVCTFFAVGYMLLPLFAYFIRDWRMLLLALTVPGVLCVPLWWFIPESPRWLISQRRFREAEDIIQKA.... Result: 0 (no interaction). (2) The miRNA is rno-miR-223-3p with sequence UGUCAGUUUGUCAAAUACCCC. The protein sequence of the target gene is MSGSYDEASEEITDSFWEVGNYKRTVKRIDDGHRLCNDLMSCVQERAKIEKAYAQQLTDWAKRWRQLIEKGPQYGSLERAWGAMMTEADKVSELHQEVKNSLLNEDLEKVKNWQKDAYHKQIMGGFKETKEAEDGFRKAQKPWAKKMKELEAAKKAYHLACKEERLAMTREMNSKTEQSVTPEQQKKLVDKVDKCRQDVQKTQEKYEKVLEDVGKTTPQYMEGMEQVFEQCQQFEEKRLVFLKEVLLDIKRHLNLAENSSYMHVYRELEQAIRGADAQEDLRWFRSTSGPGMPMNWPQFE.... Result: 0 (no interaction). (3) The miRNA is hsa-miR-548aj-3p with sequence UAAAAACUGCAAUUACUUUUA. The protein sequence of the target gene is MPKSKELVSSSSSGSDSDSEVDKKLKRKKQVAPEKPVKKQKTGETSRALSSSKQSSSSRDDNMFQIGKMRYVSVRDFKGKVLIDIREYWMDPEGEMKPGRKGISLNPEQWSQLKEQISDIDDAVRKL. Result: 1 (interaction). (4) The miRNA is hsa-miR-151b with sequence UCGAGGAGCUCACAGUCU. The protein sequence of the target gene is MSQKQLKEAFVRNLSGTSVLEVTQGLCFPAFCILCRGLWIIFSQHVCSFSNTWSTRFLMDFVVLIVPLVITLTVLSSFILLENLTVIVWGAWLLYQIYHRRTCYAKVPVQKVFANFLKISLESEYNPAITCYRVINSVFTAIAILAVDFPLFPRRFAKTELYGTGAMDFGVGGFIFGAAMVCPEVRRKSIEESRFNYLRKSLYSVWPLVFLGMGRLVIIKSIGYQEHSTEYGIHWNFFFTIIVVRLVTSLLLIIFPLNKSWIVAVSITVVYQLALDYTPLKRILLYGTDGSGTRVGFLNA.... Result: 0 (no interaction). (5) Result: 1 (interaction). The protein sequence of the target gene is MARKKLKKFTTLEIVLSVLLLVLFIISIVLIVLLAKESLKSTAPDPGTTGTPDPGTTGTPDPGTTGTTHARTTGPPDPGTTGTTPVSAECPVVNELERINCIPDQPPTKATCDQRGCCWNPQGAVSVPWCYYSKNHSYHVEGNLVNTNAGFTARLKNLPSSPVFGSNVDNVLLTAEYQTSNRFHFKLTDQTNNRFEVPHEHVQSFSGNAAASLTYQVEISRQPFSIKVTRRSNNRVLFDSSIGPLLFADQFLQLSTRLPSTNVYGLGEHVHQQYRHDMNWKTWPIFNRDTTPNGNGTNLY.... The miRNA is hsa-miR-665 with sequence ACCAGGAGGCUGAGGCCCCU. (6) The miRNA is hsa-miR-7845-5p with sequence AAGGGACAGGGAGGGUCGUGG. The protein sequence of the target gene is MSDGAAEKQSGTPGFLTPPAPVPKNGSSSDSSVGEKLGATVADSGVGRTEEYRRRRHTMDKDSRGAAATTTPTEHRFFRRSVICDSNATALELPGLPLSIPQPSVPAVVPQSAPPEPHREETLTATVASQVSQQPSAAASPGEQAVVGSATTTVPSSTSKDRPVSQPSLVGSKEEPPPSRSGSGSGGASAKEAQEDRSQQQDDIEELETKAVGMSNDGRFLKFDIEIGRGSFKTVYKGLDTETTVEVAWCELQDRKLTKSERQRFKEEAEMLKGLQHPNIVRFYDSWESTVKGKKCIVLV.... Result: 0 (no interaction). (7) The miRNA is dme-let-7-5p with sequence UGAGGUAGUAGGUUGUAUAGU. The protein sequence of the target gene is MRIIALLAAILLVALQVRAGPLQARGDEAPGQEQRGPEDQDISISFAWDKSSALQVSGSTRGMVCSCRLVFCRRTELRVGNCLIGGVSFTYCCTRVD. Result: 0 (no interaction). (8) Result: 1 (interaction). The miRNA is hsa-miR-29c-3p with sequence UAGCACCAUUUGAAAUCGGUUA. The protein sequence of the target gene is MQEQEIGFISKYNEGLCVNTDPVSILTSILDMSLHRQMGSDRDLQSSASSVSLPSVKKAPKKRRISIGSLFRRKKDNKRKSRELNGGVDGIASIESIHSEMCTDKNSIFSTNTSSDNGLTSISKQIGDFIECPLCLLRHSKDRFPDIMTCHHRSCVDCLRQYLRIEISESRVNISCPECTERFNPHDIRLILSDDVLMEKYEEFMLRRWLVADPDCRWCPAPDCGYAVIAFGCASCPKLTCGREGCGTEFCYHCKQIWHPNQTCDAARQERAQSLRLRTIRSSSISYSQESGAAADDIKP.... (9) The miRNA is hsa-miR-4708-5p with sequence AGAGAUGCCGCCUUGCUCCUU. The protein sequence of the target gene is MKRHEMAAKPPAMCSHFAKDLRPEQYIKNSFQQVILRRYGKCGYQKGCKSVDEHKLHKGGHKGLNRCVTTTQSKIVQCDKYVKVFHKYSNAKRHKIRHTGKNPFKCKECGKSFCMLSQLTQHEIIHTGEKPYKCEECGKAFKKSSNLTNHKIIHTGEKPYKCEECGKAFNQSSTLTRHKIIHTGEKLYKCEECGKAFNRSSNLTKHKIVHTGEKPYKCEECGKAFKQSSNLTNHKKIHTGEKPYKCGECGKAFTLSSHLTTHKRIHTGEKPYKCEECGKAFSVFSTLTKHKIIHTEEKPY.... Result: 1 (interaction). (10) The miRNA is mmu-miR-675-3p with sequence CUGUAUGCCCUAACCGCUCAGU. The protein sequence of the target gene is MATQAYTELQAAPPPSQPPQAPPQAQPQPPPPPPPAAPQPPQPPTAAATPQPQYVTELQSPQPQAQPPGGQKQYVTELPAVPAPSQPTGAPTPSPAPQQYIVVTVSEGAMRASETVSEASPGSTASQTGVPTQVVQQVQGTQQRLLVQTSVQAKPGHVSPLQLTNIQVPQQALPTQRLVVQSAAPGSKGGQVSLTVHGTQQVHSPPEQSPVQANSSSSKTAGAPTGTVPQQLQVHGVQQSVPVTQERSVVQATPQAPKPGPVQPLTVQGLQPVHVAQEVQQLQQVPVPHVYSSQVQYVEG.... Result: 0 (no interaction).